From a dataset of Forward reaction prediction with 1.9M reactions from USPTO patents (1976-2016). Predict the product of the given reaction. Given the reactants [NH2:1][C:2]1[S:3][C:4]2[CH:10]=[C:9]([O:11][S:12]([C:15]3[CH:20]=[CH:19][C:18]([F:21])=[CH:17][CH:16]=3)(=[O:14])=[O:13])[CH:8]=[CH:7][C:5]=2[N:6]=1.[C:22]([O:26][C:27]([N:29]1[CH2:34][CH2:33][CH:32]([CH2:35][C:36](O)=[O:37])[CH2:31][CH2:30]1)=[O:28])([CH3:25])([CH3:24])[CH3:23].CN(C(ON1N=NC2C=CC=CC1=2)=[N+](C)C)C.F[P-](F)(F)(F)(F)F.C(NC(C)C)(C)C, predict the reaction product. The product is: [C:22]([O:26][C:27]([N:29]1[CH2:34][CH2:33][CH:32]([CH2:35][C:36](=[O:37])[NH:1][C:2]2[S:3][C:4]3[CH:10]=[C:9]([O:11][S:12]([C:15]4[CH:20]=[CH:19][C:18]([F:21])=[CH:17][CH:16]=4)(=[O:13])=[O:14])[CH:8]=[CH:7][C:5]=3[N:6]=2)[CH2:31][CH2:30]1)=[O:28])([CH3:25])([CH3:24])[CH3:23].